Dataset: NCI-60 drug combinations with 297,098 pairs across 59 cell lines. Task: Regression. Given two drug SMILES strings and cell line genomic features, predict the synergy score measuring deviation from expected non-interaction effect. (1) Drug 1: CC12CCC(CC1=CCC3C2CCC4(C3CC=C4C5=CN=CC=C5)C)O. Drug 2: C1C(C(OC1N2C=NC3=C2NC=NCC3O)CO)O. Cell line: OVCAR-8. Synergy scores: CSS=26.4, Synergy_ZIP=3.30, Synergy_Bliss=11.8, Synergy_Loewe=10.6, Synergy_HSA=11.3. (2) Drug 1: CC1=CC2C(CCC3(C2CCC3(C(=O)C)OC(=O)C)C)C4(C1=CC(=O)CC4)C. Drug 2: CCC1(C2=C(COC1=O)C(=O)N3CC4=CC5=C(C=CC(=C5CN(C)C)O)N=C4C3=C2)O.Cl. Cell line: RPMI-8226. Synergy scores: CSS=25.2, Synergy_ZIP=-2.90, Synergy_Bliss=2.02, Synergy_Loewe=-0.598, Synergy_HSA=-0.0530. (3) Drug 1: CCN(CC)CCCC(C)NC1=C2C=C(C=CC2=NC3=C1C=CC(=C3)Cl)OC. Drug 2: C1CN(CCN1C(=O)CCBr)C(=O)CCBr. Cell line: HCT116. Synergy scores: CSS=72.2, Synergy_ZIP=-1.12, Synergy_Bliss=0.356, Synergy_Loewe=2.22, Synergy_HSA=4.40.